This data is from Forward reaction prediction with 1.9M reactions from USPTO patents (1976-2016). The task is: Predict the product of the given reaction. (1) The product is: [Cl:9][C:4]1[CH:5]=[C:6]([Cl:8])[N:7]=[C:2]([NH:10][C:11]2[CH:16]=[CH:15][CH:14]=[CH:13][CH:12]=2)[N:3]=1. Given the reactants Cl[C:2]1[N:7]=[C:6]([Cl:8])[CH:5]=[C:4]([Cl:9])[N:3]=1.[NH2:10][C:11]1[CH:16]=[CH:15][CH:14]=[CH:13][CH:12]=1.C(N(CC)C(C)C)(C)C, predict the reaction product. (2) Given the reactants O[CH2:2][C:3]1[O:4][CH:5]=[C:6]([O:10][CH2:11][CH2:12][CH2:13][CH2:14][CH2:15][S:16][C:17]2[C:26]3[C:21](=[CH:22][C:23]([C:27]([F:30])([F:29])[F:28])=[CH:24][CH:25]=3)[N:20]=[CH:19][CH:18]=2)[C:7](=[O:9])[CH:8]=1.C(N(S(F)(F)[F:37])CC)C, predict the reaction product. The product is: [F:28][C:27]([F:30])([F:29])[C:23]1[CH:22]=[C:21]2[C:26]([C:17]([S:16][CH2:15][CH2:14][CH2:13][CH2:12][CH2:11][O:10][C:6]3[C:7](=[O:9])[CH:8]=[C:3]([CH2:2][F:37])[O:4][CH:5]=3)=[CH:18][CH:19]=[N:20]2)=[CH:25][CH:24]=1. (3) Given the reactants [NH2:1][C:2]1[C:11]([OH:12])=[CH:10][CH:9]=[CH:8][C:3]=1[C:4]([O:6][CH3:7])=[O:5].[F:13][C:14]1[CH:22]=[CH:21][C:17]([C:18](O)=[O:19])=[CH:16][CH:15]=1.CN(C=O)C.CN(C(ON1N=NC2C=CC=NC1=2)=[N+](C)C)C.F[P-](F)(F)(F)(F)F, predict the reaction product. The product is: [F:13][C:14]1[CH:22]=[CH:21][C:17]([C:18]([NH:1][C:2]2[C:11]([OH:12])=[CH:10][CH:9]=[CH:8][C:3]=2[C:4]([O:6][CH3:7])=[O:5])=[O:19])=[CH:16][CH:15]=1. (4) Given the reactants [CH3:1][C:2]([NH:5][C:6]([C@H:8]1[N:17]([CH2:18][C@@H:19]([OH:49])[C@@H:20]([NH:28][C:29]([C@@H:31]([NH:36][C:37]([C:39]2[CH:40]=[CH:41][C:42]3[CH:43]=[CH:44][CH:45]=[CH:46][C:47]=3[N:48]=2)=[O:38])[CH2:32][C:33]([NH2:35])=[O:34])=[O:30])[CH2:21][C:22]2[CH:23]=[CH:24][CH:25]=[CH:26][CH:27]=2)[CH2:16][C@@H:15]2[C@@H:10]([CH2:11][CH2:12][CH2:13][CH2:14]2)[CH2:9]1)=[O:7])([CH3:4])[CH3:3].CS(O)(=O)=O.C(Cl)(Cl)Cl.O.[OH-].[Na+], predict the reaction product. The product is: [CH3:4][C:2]([NH:5][C:6]([C@H:8]1[N:17]([CH2:18][C@@H:19]([OH:49])[C@@H:20]([NH:28][C:29]([C@@H:31]([NH:36][C:37]([C:39]2[CH:40]=[CH:41][C:42]3[CH:43]=[CH:44][CH:45]=[CH:46][C:47]=3[N:48]=2)=[O:38])[CH2:32][C:33]([NH2:35])=[O:34])=[O:30])[CH2:21][C:22]2[CH:27]=[CH:26][CH:25]=[CH:24][CH:23]=2)[CH2:16][C@@H:15]2[C@@H:10]([CH2:11][CH2:12][CH2:13][CH2:14]2)[CH2:9]1)=[O:7])([CH3:1])[CH3:3]. (5) The product is: [CH2:1]([N:8]1[C:16]2[C:11](=[CH:12][C:13]([O:17][C:24]3[CH:23]=[CH:22][C:21]([C:26]([F:29])([F:28])[F:27])=[CH:20][C:19]=3[Cl:18])=[CH:14][CH:15]=2)[CH:10]=[CH:9]1)[C:2]1[CH:3]=[CH:4][CH:5]=[CH:6][CH:7]=1. Given the reactants [CH2:1]([N:8]1[C:16]2[C:11](=[CH:12][C:13]([OH:17])=[CH:14][CH:15]=2)[CH:10]=[CH:9]1)[C:2]1[CH:7]=[CH:6][CH:5]=[CH:4][CH:3]=1.[Cl:18][C:19]1[CH:20]=[C:21]([C:26]([F:29])([F:28])[F:27])[CH:22]=[CH:23][C:24]=1F.C([O-])([O-])=O.[Cs+].[Cs+], predict the reaction product. (6) Given the reactants [C:1]1([O:8][CH3:9])[C:2](=[CH:4][CH:5]=[CH:6][CH:7]=1)[OH:3].[H-].[Na+].Cl[CH:13]1[CH2:17][CH2:16][CH2:15][C:14]1=[O:18], predict the reaction product. The product is: [CH3:9][O:8][C:1]1[CH:7]=[CH:6][CH:5]=[CH:4][C:2]=1[O:3][CH:13]1[CH2:17][CH2:16][CH2:15][C:14]1=[O:18]. (7) Given the reactants [NH2:1][CH:2]([C:6]1[CH:11]=[CH:10][CH:9]=[CH:8][C:7]=1[CH3:12])[C:3]([NH2:5])=[O:4].[Cl:13][C:14]1[CH:19]=[CH:18][C:17]([S:20](Cl)(=[O:22])=[O:21])=[CH:16][CH:15]=1.CCN(CC)CC, predict the reaction product. The product is: [Cl:13][C:14]1[CH:19]=[CH:18][C:17]([S:20]([NH:1][CH:2]([C:6]2[CH:11]=[CH:10][CH:9]=[CH:8][C:7]=2[CH3:12])[C:3]([NH2:5])=[O:4])(=[O:22])=[O:21])=[CH:16][CH:15]=1.